This data is from Serine/threonine kinase 33 screen with 319,792 compounds. The task is: Binary Classification. Given a drug SMILES string, predict its activity (active/inactive) in a high-throughput screening assay against a specified biological target. (1) The drug is N1(CCC(CC1)C)C(c1n(nnn1)C(CC)(C)C)c1ccc(cc1)C. The result is 0 (inactive). (2) The compound is S(=O)(=O)(c1cc2s\c(n(c2cc1)C)=N/C(=O)c1c([N+]([O-])=O)cccc1)C. The result is 0 (inactive). (3) The drug is O=C(c1c2c(n(c1)CC(OC)=O)cccc2)CCC. The result is 0 (inactive).